From a dataset of Catalyst prediction with 721,799 reactions and 888 catalyst types from USPTO. Predict which catalyst facilitates the given reaction. Reactant: [CH3:1][O:2][C:3]1[CH:16]=[CH:15][C:14]([O:17][CH3:18])=[CH:13][C:4]=1[CH:5]=[N:6][CH2:7][CH:8]([O:11][CH3:12])[O:9][CH3:10].[BH4-].[Na+]. Product: [CH3:1][O:2][C:3]1[CH:16]=[CH:15][C:14]([O:17][CH3:18])=[CH:13][C:4]=1[CH2:5][NH:6][CH2:7][CH:8]([O:9][CH3:10])[O:11][CH3:12]. The catalyst class is: 8.